This data is from Forward reaction prediction with 1.9M reactions from USPTO patents (1976-2016). The task is: Predict the product of the given reaction. (1) Given the reactants [CH2:1]([O:8][CH2:9][C:10]([NH2:12])=[S:11])[C:2]1[CH:7]=[CH:6][CH:5]=[CH:4][CH:3]=1.Br[CH2:14][C:15]([C:17]1[CH:22]=[CH:21][C:20]([Cl:23])=[CH:19][CH:18]=1)=O.O, predict the reaction product. The product is: [CH2:1]([O:8][CH2:9][C:10]1[S:11][CH:14]=[C:15]([C:17]2[CH:22]=[CH:21][C:20]([Cl:23])=[CH:19][CH:18]=2)[N:12]=1)[C:2]1[CH:7]=[CH:6][CH:5]=[CH:4][CH:3]=1. (2) Given the reactants [F:1][C:2]([F:27])([F:26])[CH2:3][NH:4][C:5]([C:7]1([CH2:21][CH2:22][CH2:23][CH2:24]Br)[C:20]2[CH:19]=[CH:18][CH:17]=[CH:16][C:15]=2[O:14][C:13]2[C:8]1=[CH:9][CH:10]=[CH:11][CH:12]=2)=[O:6].[N:28]1([C:35]2[S:36][C:37]3[CH:43]=[CH:42][CH:41]=[CH:40][C:38]=3[N:39]=2)[CH2:34][CH2:33][CH2:32][NH:31][CH2:30][CH2:29]1, predict the reaction product. The product is: [F:1][C:2]([F:27])([F:26])[CH2:3][NH:4][C:5]([C:7]1([CH2:21][CH2:22][CH2:23][CH2:24][N:31]2[CH2:32][CH2:33][CH2:34][N:28]([C:35]3[S:36][C:37]4[CH:43]=[CH:42][CH:41]=[CH:40][C:38]=4[N:39]=3)[CH2:29][CH2:30]2)[C:20]2[CH:19]=[CH:18][CH:17]=[CH:16][C:15]=2[O:14][C:13]2[C:8]1=[CH:9][CH:10]=[CH:11][CH:12]=2)=[O:6]. (3) Given the reactants Cl.[NH2:2][NH2:3].[CH3:4][C:5]1=[C:6]([CH3:12])[C:7]([O:9][C:10]1=O)=[O:8], predict the reaction product. The product is: [CH3:4][C:5]1[C:10](=[O:9])[NH:2][NH:3][C:7](=[O:8])[C:6]=1[CH3:12]. (4) Given the reactants [O:1]([C:8]1[CH:13]=[CH:12][C:11]([OH:14])=[CH:10][CH:9]=1)[C:2]1[CH:7]=[CH:6][CH:5]=[CH:4][CH:3]=1.C(=O)([O-])[O-].[K+].[K+].Br[CH2:22][CH2:23][CH2:24][Cl:25], predict the reaction product. The product is: [Cl:25][CH2:24][CH2:23][CH2:22][O:14][C:11]1[CH:10]=[CH:9][C:8]([O:1][C:2]2[CH:7]=[CH:6][CH:5]=[CH:4][CH:3]=2)=[CH:13][CH:12]=1. (5) Given the reactants [CH2:1]([C:4]1[CH:9]=[CH:8][C:7]([CH2:10][CH2:11][CH:12]=[O:13])=[CH:6][CH:5]=1)[CH2:2][CH3:3].C[C@H](NC([C@H]1N(C([C@@H](NC([C@@H](N)CC2C=CC(O)=CC=2)=O)CC(O)=O)=O)CCC1)=O)[C:16](N1[C@H](C(N2[C@H](C(N3[C@H](C(N4[C@H](C(N5[C@H](C(N6[C@H](C(O)=O)CCC6)=O)CCC5)=O)CCC4)=O)CCC3)=O)CCC2)=O)CCC1)=[O:17].Cl.[CH3:90]O, predict the reaction product. The product is: [CH3:90][O:13][CH:12]([O:17][CH3:16])[CH2:11][CH2:10][C:7]1[CH:8]=[CH:9][C:4]([CH2:1][CH2:2][CH3:3])=[CH:5][CH:6]=1. (6) Given the reactants [NH2:1][C:2]1[CH:7]=[CH:6][C:5]([S:8]([NH:11][C:12]2[CH:13]=[CH:14][C:15]3[CH2:19][O:18][B:17]([OH:20])[C:16]=3[CH:21]=2)(=[O:10])=[O:9])=[C:4]([CH2:22][NH2:23])[CH:3]=1.C(N(CC)CC)C.[CH:31]1([S:34](Cl)(=[O:36])=[O:35])[CH2:33][CH2:32]1, predict the reaction product. The product is: [NH2:1][C:2]1[CH:7]=[CH:6][C:5]([S:8]([NH:11][C:12]2[CH:13]=[CH:14][C:15]3[CH2:19][O:18][B:17]([OH:20])[C:16]=3[CH:21]=2)(=[O:9])=[O:10])=[C:4]([CH2:22][NH:23][S:34]([CH:31]2[CH2:33][CH2:32]2)(=[O:36])=[O:35])[CH:3]=1. (7) Given the reactants [N:1]1[CH:6]=[CH:5][CH:4]=[CH:3][C:2]=1[CH2:7][CH2:8][N:9]1[CH2:14][CH2:13][N:12]([C:15]2[C:23]3[O:22][C:21]([C:24]([O-:26])=O)=[CH:20][C:19]=3[CH:18]=[CH:17][CH:16]=2)[CH2:11][CH2:10]1.[Li+].[N:28]1[CH:33]=[CH:32][CH:31]=[CH:30][C:29]=1[CH:34]([NH2:36])[CH3:35], predict the reaction product. The product is: [N:28]1[CH:33]=[CH:32][CH:31]=[CH:30][C:29]=1[CH:34]([NH:36][C:24]([C:21]1[O:22][C:23]2[C:15]([N:12]3[CH2:13][CH2:14][N:9]([CH2:8][CH2:7][C:2]4[CH:3]=[CH:4][CH:5]=[CH:6][N:1]=4)[CH2:10][CH2:11]3)=[CH:16][CH:17]=[CH:18][C:19]=2[CH:20]=1)=[O:26])[CH3:35]. (8) Given the reactants [F:1][C:2]([F:40])([F:39])[C:3]1[CH:4]=[C:5]([CH:32]=[C:33]([C:35]([F:38])([F:37])[F:36])[CH:34]=1)[CH2:6][N:7]([CH3:31])[C:8](=[O:30])[C:9]1[C:14]([C:15]2[CH:20]=[CH:19][CH:18]=[CH:17][C:16]=2[CH3:21])=[CH:13][C:12]([C:22]2[CH:27]=[CH:26][CH:25]=[CH:24][C:23]=2[O:28]C)=[N:11][CH:10]=1.B(Br)(Br)Br.Cl.[OH-].[Na+], predict the reaction product. The product is: [F:39][C:2]([F:1])([F:40])[C:3]1[CH:4]=[C:5]([CH:32]=[C:33]([C:35]([F:38])([F:37])[F:36])[CH:34]=1)[CH2:6][N:7]([CH3:31])[C:8](=[O:30])[C:9]1[C:14]([C:15]2[CH:20]=[CH:19][CH:18]=[CH:17][C:16]=2[CH3:21])=[CH:13][C:12]([C:22]2[CH:27]=[CH:26][CH:25]=[CH:24][C:23]=2[OH:28])=[N:11][CH:10]=1. (9) Given the reactants [Cl:1][C:2]1[N:10]=[C:9]([CH3:11])[CH:8]=[C:7]([O:12][C:13]2[CH:18]=[C:17]([Cl:19])[CH:16]=[CH:15][C:14]=2[Cl:20])[C:3]=1[C:4]([O-:6])=O.[Li+].C(N(C(C)C)C(C)C)C.CN(C(ON1N=NC2C=CC=NC1=2)=[N+](C)C)C.F[P-](F)(F)(F)(F)F.[CH:55]1([N:58]2[C:67]3[C:62](=[CH:63][CH:64]=[CH:65][CH:66]=3)[NH:61][CH2:60][CH2:59]2)[CH2:57][CH2:56]1, predict the reaction product. The product is: [Cl:1][C:2]1[C:3]([C:4]([N:61]2[C:62]3[C:67](=[CH:66][CH:65]=[CH:64][CH:63]=3)[N:58]([CH:55]3[CH2:57][CH2:56]3)[CH2:59][CH2:60]2)=[O:6])=[C:7]([O:12][C:13]2[CH:18]=[C:17]([Cl:19])[CH:16]=[CH:15][C:14]=2[Cl:20])[CH:8]=[C:9]([CH3:11])[N:10]=1. (10) Given the reactants [Cl:1][C:2]1[CH:3]=[C:4]([CH:8]=[CH:9][C:10]=1[O:11][CH3:12])[C:5]([OH:7])=[O:6].[NH2:13][CH2:14][C:15]1[CH:16]=[C:17]([CH:31]=[CH:32][CH:33]=1)[C:18]([NH:20][C:21]1[CH:26]=[CH:25][C:24]([CH2:27][N:28]([CH3:30])[CH3:29])=[CH:23][CH:22]=1)=[O:19].C(Cl)CCl.C1C=CC2N(O)N=NC=2C=1.CCN(C(C)C)C(C)C, predict the reaction product. The product is: [Cl:1][C:2]1[CH:3]=[C:4]([CH:8]=[CH:9][C:10]=1[O:11][CH3:12])[C:5]([NH:13][CH2:14][C:15]1[CH:33]=[CH:32][CH:31]=[C:17]([C:18](=[O:19])[NH:20][C:21]2[CH:22]=[CH:23][C:24]([CH2:27][N:28]([CH3:29])[CH3:30])=[CH:25][CH:26]=2)[CH:16]=1)=[O:7].[CH:5]([O-:7])=[O:6].